Dataset: Full USPTO retrosynthesis dataset with 1.9M reactions from patents (1976-2016). Task: Predict the reactants needed to synthesize the given product. Given the product [I-:49].[CH3:7][O:8][C:9]1[CH:10]=[C:11]([CH2:17][C@:18]2([CH2:32][CH2:33][C:34]([O:36][C:37]([CH3:40])([CH3:39])[CH3:38])=[O:35])[C:27]3[C:22](=[CH:23][C:24]([O:30][CH3:31])=[C:25]([O:28][CH3:29])[CH:26]=3)[CH2:21][CH2:20][NH+:19]2[CH3:1])[CH:12]=[CH:13][C:14]=1[O:15][CH3:16], predict the reactants needed to synthesize it. The reactants are: [C:1](O)(=O)C(O)=O.[CH3:7][O:8][C:9]1[CH:10]=[C:11]([CH2:17][C@:18]2([CH2:32][CH2:33][C:34]([O:36][C:37]([CH3:40])([CH3:39])[CH3:38])=[O:35])[C:27]3[C:22](=[CH:23][C:24]([O:30][CH3:31])=[C:25]([O:28][CH3:29])[CH:26]=3)[CH2:21][CH2:20][NH:19]2)[CH:12]=[CH:13][C:14]=1[O:15][CH3:16].C(=O)(O)[O-].[Na+].ClCCl.[I:49]C.